Dataset: Forward reaction prediction with 1.9M reactions from USPTO patents (1976-2016). Task: Predict the product of the given reaction. (1) Given the reactants Cl[CH2:2][C:3]([NH:5][C:6]1[CH:11]=[C:10]([O:12][C:13]2[CH:14]=[C:15]([CH2:19][CH2:20][C:21]([NH:23][C:24]3[CH:29]=[CH:28][C:27]([Cl:30])=[C:26]([C:31]([F:34])([F:33])[F:32])[CH:25]=3)=[O:22])[CH:16]=[CH:17][CH:18]=2)[CH:9]=[CH:8][N:7]=1)=[O:4].[CH2:35]([N:37]1[CH2:42][CH2:41][NH:40][CH2:39][CH2:38]1)[CH3:36].C([O-])([O-])=O.[K+].[K+], predict the reaction product. The product is: [Cl:30][C:27]1[CH:28]=[CH:29][C:24]([NH:23][C:21](=[O:22])[CH2:20][CH2:19][C:15]2[CH:16]=[CH:17][CH:18]=[C:13]([O:12][C:10]3[CH:9]=[CH:8][N:7]=[C:6]([NH:5][C:3](=[O:4])[CH2:2][N:40]4[CH2:41][CH2:42][N:37]([CH2:35][CH3:36])[CH2:38][CH2:39]4)[CH:11]=3)[CH:14]=2)=[CH:25][C:26]=1[C:31]([F:32])([F:33])[F:34]. (2) Given the reactants CN1CCC([NH:8][C:9]2C=[C:11]([NH:19][C:20](=[O:28])[O:21][C:22]3[CH:27]=[CH:26][CH:25]=[CH:24][CH:23]=3)[CH:12]=[C:13]([C:15]([F:18])([F:17])F)[CH:14]=2)CC1.N1C=CC=C[CH:30]=1.ClC(OC1C=CC=CC=1)=O, predict the reaction product. The product is: [F:18][C:15]([C:13]1[CH:14]=[CH:9][N:8]=[C:11]([NH:19][C:20](=[O:28])[O:21][C:22]2[CH:23]=[CH:24][CH:25]=[CH:26][CH:27]=2)[CH:12]=1)([F:17])[CH3:30]. (3) Given the reactants Cl[C:2]1[CH:7]=[CH:6][N:5]=[C:4]2[N:8]([C:15]3[CH:22]=[CH:21][C:18]([C:19]#[N:20])=[CH:17][C:16]=3[CH3:23])[N:9]=[C:10]([C:11]([F:14])([F:13])[F:12])[C:3]=12.COC1C2C(=C3C(=CC=2)C(OC)=CC=N3)N=CC=1.C(=O)([O-])[O-].[Cs+].[Cs+].Cl.[CH3:49][N:50]1[CH:54]=[C:53]([C:55]2[N:56]=[CH:57][NH:58][CH:59]=2)[CH:52]=[N:51]1, predict the reaction product. The product is: [CH3:23][C:16]1[CH:17]=[C:18]([CH:21]=[CH:22][C:15]=1[N:8]1[C:4]2=[N:5][CH:6]=[CH:7][C:2]([N:58]3[CH:59]=[C:55]([C:53]4[CH:52]=[N:51][N:50]([CH3:49])[CH:54]=4)[N:56]=[CH:57]3)=[C:3]2[C:10]([C:11]([F:14])([F:13])[F:12])=[N:9]1)[C:19]#[N:20]. (4) Given the reactants Br[C:2]1[C:7](=[O:8])[N:6]([CH2:9][C:10]2[CH:15]=[CH:14][C:13]([C:16]3[C:17]([C:22]#[N:23])=[CH:18][CH:19]=[CH:20][CH:21]=3)=[CH:12][CH:11]=2)[C:5]([CH2:24][CH2:25][CH2:26][CH3:27])=[N:4][C:3]=1[CH:28]1[CH2:30][CH2:29]1.[CH2:31]([O:33][C:34]1[CH:39]=[CH:38][C:37](B(O)O)=[CH:36][CH:35]=1)[CH3:32].C(=O)([O-])[O-].[Cs+].[Cs+], predict the reaction product. The product is: [CH2:24]([C:5]1[N:6]([CH2:9][C:10]2[CH:11]=[CH:12][C:13]([C:16]3[C:17]([C:22]#[N:23])=[CH:18][CH:19]=[CH:20][CH:21]=3)=[CH:14][CH:15]=2)[C:7](=[O:8])[C:2]([C:37]2[CH:38]=[CH:39][C:34]([O:33][CH2:31][CH3:32])=[CH:35][CH:36]=2)=[C:3]([CH:28]2[CH2:29][CH2:30]2)[N:4]=1)[CH2:25][CH2:26][CH3:27]. (5) Given the reactants [Cl:1][C:2]1[CH:8]=[CH:7][C:5]([NH2:6])=[CH:4][CH:3]=1.[CH2:9]([CH:12]([C:18](OCC)=[O:19])[C:13](OCC)=[O:14])[CH2:10][CH3:11], predict the reaction product. The product is: [Cl:1][C:2]1[CH:8]=[C:7]2[C:5](=[CH:4][CH:3]=1)[NH:6][C:13](=[O:14])[C:12]([CH2:9][CH2:10][CH3:11])=[C:18]2[OH:19]. (6) Given the reactants C(N(CC)[P:4]([O:10][C:11]([CH3:14])([CH3:13])[CH3:12])[O:5][C:6]([CH3:9])([CH3:8])[CH3:7])C.[OH:17][CH2:18][CH2:19][O:20][CH2:21][CH2:22][O:23][CH2:24][CH2:25][NH:26][C:27](=[O:36])[O:28][CH2:29][C:30]1[CH:35]=[CH:34][CH:33]=[CH:32][CH:31]=1.CC1NN=NN=1.[OH:43]O, predict the reaction product. The product is: [C:11]([O:10][P:4]([O:17][CH2:18][CH2:19][O:20][CH2:21][CH2:22][O:23][CH2:24][CH2:25][NH:26][C:27](=[O:36])[O:28][CH2:29][C:30]1[CH:31]=[CH:32][CH:33]=[CH:34][CH:35]=1)([O:5][C:6]([CH3:7])([CH3:8])[CH3:9])=[O:43])([CH3:12])([CH3:13])[CH3:14].